Predict which catalyst facilitates the given reaction. From a dataset of Catalyst prediction with 721,799 reactions and 888 catalyst types from USPTO. The catalyst class is: 8. Reactant: [F:1][C:2]([F:26])([F:25])[C:3]1[CH:4]=[C:5]([CH:18]=[C:19]([C:21]([F:24])([F:23])[F:22])[CH:20]=1)[O:6][CH2:7][CH2:8][CH2:9][CH2:10][CH2:11][CH2:12][C:13]([O:15]CC)=[O:14].[OH-].[Na+]. Product: [F:1][C:2]([F:25])([F:26])[C:3]1[CH:4]=[C:5]([CH:18]=[C:19]([C:21]([F:23])([F:24])[F:22])[CH:20]=1)[O:6][CH2:7][CH2:8][CH2:9][CH2:10][CH2:11][CH2:12][C:13]([OH:15])=[O:14].